This data is from Reaction yield outcomes from USPTO patents with 853,638 reactions. The task is: Predict the reaction yield, written as a fraction of the theoretical maximum amount of product (1.0 means a 100% yield; for example, 0.34 means a 34% yield). The reactants are [F:1][C:2]1[CH:3]=[C:4]([CH:8]=[CH:9][C:10]=1[OH:11])[C:5](O)=[O:6].Cl.[CH3:13][NH:14][CH3:15].O.ON1C2C=CC=CC=2N=N1.Cl.C(N=C=NCCCN(C)C)C.O.Cl. The catalyst is C(Cl)Cl.C(N(CC)CC)C. The product is [F:1][C:2]1[CH:3]=[C:4]([CH:8]=[CH:9][C:10]=1[OH:11])[C:5]([N:14]([CH3:15])[CH3:13])=[O:6]. The yield is 0.440.